Dataset: Full USPTO retrosynthesis dataset with 1.9M reactions from patents (1976-2016). Task: Predict the reactants needed to synthesize the given product. Given the product [Cl:51][C:36]1[CH:35]=[C:12]([CH:11]=[CH:10][CH:9]=1)[O:13][CH2:14][CH2:15][N:16]1[CH2:20][CH2:19][C:18]2([C:32]3[NH:31][C:30]4[C:25](=[CH:26][C:27]([O:33][CH3:34])=[CH:28][CH:29]=4)[C:24]=3[CH2:23][CH2:22][NH:21]2)[CH2:17]1, predict the reactants needed to synthesize it. The reactants are: FC(F)(F)C(O)=O.Cl[C:9]1[CH:36]=[CH:35][C:12]([O:13][CH2:14][CH2:15][N:16]2[CH2:20][CH2:19][C:18]3([C:32]4[NH:31][C:30]5[C:25](=[CH:26][C:27]([O:33][CH3:34])=[CH:28][CH:29]=5)[C:24]=4[CH2:23][CH2:22][NH:21]3)[CH2:17]2)=[CH:11][CH:10]=1.CS(OCCOC1C=CC=C([Cl:51])C=1)(=O)=O.